This data is from Kir2.1 potassium channel HTS with 301,493 compounds. The task is: Binary Classification. Given a drug SMILES string, predict its activity (active/inactive) in a high-throughput screening assay against a specified biological target. The molecule is Brc1cc(Cl)c(S(=O)(=O)N2CCN(C(=O)C3N4C(SC3)(CCC4=O)C)CC2)cc1. The result is 0 (inactive).